This data is from Forward reaction prediction with 1.9M reactions from USPTO patents (1976-2016). The task is: Predict the product of the given reaction. Given the reactants [C:1]([C:3]1[CH:8]=[CH:7][CH:6]=[CH:5][C:4]=1[S:9]([Cl:12])(=[O:11])=[O:10])#[N:2].[CH3:13][CH:14]([NH2:16])[CH3:15].Cl.NCC1C=CC=CC=1S(NCC)(=O)=O, predict the reaction product. The product is: [ClH:12].[NH2:2][CH2:1][C:3]1[CH:8]=[CH:7][CH:6]=[CH:5][C:4]=1[S:9]([NH:16][CH:14]([CH3:15])[CH3:13])(=[O:11])=[O:10].